This data is from Forward reaction prediction with 1.9M reactions from USPTO patents (1976-2016). The task is: Predict the product of the given reaction. (1) Given the reactants Cl[C:2]1[C:3]2[CH:10]=[CH:9][N:8]([C@@H:11]3[O:26][C@H:25]([CH2:27][O:28][CH2:29][C:30]4[CH:35]=[CH:34][C:33]([Cl:36])=[CH:32][C:31]=4[Cl:37])[C@@H:14]([O:15][CH2:16][C:17]4[CH:22]=[CH:21][C:20]([Cl:23])=[CH:19][C:18]=4[Cl:24])[C@@:12]3([CH2:38][OH:39])[OH:13])[C:4]=2[N:5]=[CH:6][N:7]=1.[NH3:40], predict the reaction product. The product is: [NH2:40][C:2]1[C:3]2[CH:10]=[CH:9][N:8]([C@@H:11]3[O:26][C@H:25]([CH2:14][O:15][CH2:16][C:17]4[CH:22]=[CH:21][C:20]([Cl:23])=[CH:19][C:18]=4[Cl:24])[C@@H:27]([O:28][CH2:29][C:30]4[CH:35]=[CH:34][C:33]([Cl:36])=[CH:32][C:31]=4[Cl:37])[C@@:12]3([CH2:38][OH:39])[OH:13])[C:4]=2[N:5]=[CH:6][N:7]=1. (2) The product is: [C:1]([O:5][C:6]([NH:8][C@@H:9]([C@@H:14]([O:17][CH2:18][CH2:19][CH2:20][CH:21]=[CH2:22])[CH2:15][CH3:16])[C:10]([OH:12])=[O:11])=[O:7])([CH3:4])([CH3:3])[CH3:2]. Given the reactants [C:1]([O:5][C:6]([NH:8][C@@H:9]([C@@H:14]([O:17][CH2:18][CH2:19][CH2:20][CH:21]=[CH2:22])[CH2:15][CH3:16])[C:10]([O:12]C)=[O:11])=[O:7])([CH3:4])([CH3:3])[CH3:2].C1COCC1.[Li+].[OH-], predict the reaction product.